Dataset: Peptide-MHC class II binding affinity with 134,281 pairs from IEDB. Task: Regression. Given a peptide amino acid sequence and an MHC pseudo amino acid sequence, predict their binding affinity value. This is MHC class II binding data. (1) The peptide sequence is CQMQCWRSFLNKVKS. The MHC is DRB1_0101 with pseudo-sequence DRB1_0101. The binding affinity (normalized) is 0.698. (2) The peptide sequence is SQIPISINYRTEIDK. The MHC is DRB1_0404 with pseudo-sequence DRB1_0404. The binding affinity (normalized) is 0.516. (3) The peptide sequence is KEPIVGAETFYVDGA. The MHC is DRB5_0101 with pseudo-sequence DRB5_0101. The binding affinity (normalized) is 0.538. (4) The peptide sequence is SCWRGDSNWAQNRMK. The MHC is HLA-DPA10201-DPB10501 with pseudo-sequence HLA-DPA10201-DPB10501. The binding affinity (normalized) is 0.0479. (5) The binding affinity (normalized) is 0.508. The MHC is DRB1_1201 with pseudo-sequence DRB1_1201. The peptide sequence is IGGNGSFNYSKTISYT.